Dataset: Reaction yield outcomes from USPTO patents with 853,638 reactions. Task: Predict the reaction yield, written as a fraction of the theoretical maximum amount of product (1.0 means a 100% yield; for example, 0.34 means a 34% yield). (1) The reactants are [Cl:1][C:2]1[C:7]([F:8])=[CH:6][C:5]([C:9]2[C:18]3[C:13](=[CH:14][C:15]([S:19](OC4C(F)=C(F)C(F)=C(F)C=4F)(=[O:21])=[O:20])=[CH:16][CH:17]=3)[CH:12]=[CH:11][N:10]=2)=[C:4]([O:34][CH3:35])[CH:3]=1.[S:36]1[CH:40]=[N:39][N:38]=[C:37]1[NH2:41].C(=O)([O-])[O-].[Cs+].[Cs+].C(#N)C. The catalyst is CCOC(C)=O.Cl. The product is [Cl:1][C:2]1[C:7]([F:8])=[CH:6][C:5]([C:9]2[C:18]3[C:13](=[CH:14][C:15]([S:19]([NH:41][C:37]4[S:36][CH:40]=[N:39][N:38]=4)(=[O:21])=[O:20])=[CH:16][CH:17]=3)[CH:12]=[CH:11][N:10]=2)=[C:4]([O:34][CH3:35])[CH:3]=1. The yield is 0.607. (2) The reactants are [C:1]([NH:24][CH2:25][CH2:26][CH2:27][CH2:28][C@H:29]([NH:37][C:38](=[O:45])/[CH:39]=[CH:40]/[C:41]([O:43][CH3:44])=[O:42])[C:30]([O:32]C(C)(C)C)=[O:31])(=[O:23])[CH2:2][CH2:3]/[CH:4]=[CH:5]\[CH2:6]/[CH:7]=[CH:8]\[CH2:9]/[CH:10]=[CH:11]\[CH2:12]/[CH:13]=[CH:14]\[CH2:15]/[CH:16]=[CH:17]\[CH2:18]/[CH:19]=[CH:20]\[CH2:21][CH3:22].Cl. The catalyst is O1CCOCC1. The product is [C:1]([NH:24][CH2:25][CH2:26][CH2:27][CH2:28][C@H:29]([NH:37][C:38](=[O:45])/[CH:39]=[CH:40]/[C:41]([O:43][CH3:44])=[O:42])[C:30]([OH:32])=[O:31])(=[O:23])[CH2:2][CH2:3]/[CH:4]=[CH:5]\[CH2:6]/[CH:7]=[CH:8]\[CH2:9]/[CH:10]=[CH:11]\[CH2:12]/[CH:13]=[CH:14]\[CH2:15]/[CH:16]=[CH:17]\[CH2:18]/[CH:19]=[CH:20]\[CH2:21][CH3:22]. The yield is 0.350. (3) The reactants are [CH:1]1([CH2:7][C@@H:8]([NH:20]C(=O)OC(C)(C)C)[C:9]([NH:11][C:12]2[C:17](Br)=[N:16][C:15](Br)=[CH:14][N:13]=2)=[O:10])[CH2:6][CH2:5][CH2:4][CH2:3][CH2:2]1.C(OC(N[C@H]([CH2:40][CH:41]1[CH2:46][CH2:45][CH2:44][CH2:43][CH2:42]1)C(O)=O)=O)(C)(C)C.[C:47]([N:54]1C=CN=C1)([N:49]1C=CN=C1)=O.BrC1C(N)=[N:62]C=C(Br)N=1.C(N(C(C)C)CC)(C)C. The catalyst is CN(C=O)C.ClCCl. The product is [N:49]1[N:62]=[C:40]([C:41]2[CH:42]=[CH:43][C:44]([C:15]3[N:16]=[C:17]4[NH:20][C@H:8]([CH2:7][CH:1]5[CH2:2][CH2:3][CH2:4][CH2:5][CH2:6]5)[C:9](=[O:10])[NH:11][C:12]4=[N:13][CH:14]=3)=[CH:45][CH:46]=2)[NH:54][CH:47]=1. The yield is 0.330. (4) The reactants are [NH2:1][C:2]1[N:7]=[CH:6][N:5]=[C:4]([NH:8][C@H:9]([C:11]2[N:16]([C:17]3[CH:22]=[CH:21][CH:20]=[CH:19][CH:18]=3)[C:15](=[O:23])[C:14]3=[C:24]([CH3:27])[CH:25]=[CH:26][N:13]3[N:12]=2)[CH3:10])[C:3]=1Br.[OH:29][C:30]1[CH:31]=[C:32](B(O)O)[CH:33]=[C:34]([C:36]([F:39])([F:38])[F:37])[CH:35]=1.C(=O)([O-])[O-].[Na+].[Na+]. No catalyst specified. The product is [NH2:1][C:2]1[N:7]=[CH:6][N:5]=[C:4]([NH:8][C@H:9]([C:11]2[N:16]([C:17]3[CH:22]=[CH:21][CH:20]=[CH:19][CH:18]=3)[C:15](=[O:23])[C:14]3=[C:24]([CH3:27])[CH:25]=[CH:26][N:13]3[N:12]=2)[CH3:10])[C:3]=1[C:32]1[CH:33]=[C:34]([C:36]([F:39])([F:37])[F:38])[CH:35]=[C:30]([OH:29])[CH:31]=1. The yield is 0.250. (5) The reactants are Cl[CH2:2][C:3]([C:5]1[CH:10]=[CH:9][N:8]=[C:7]2[N:11]([CH2:14][O:15][CH2:16][CH2:17][Si:18]([CH3:21])([CH3:20])[CH3:19])[CH:12]=[CH:13][C:6]=12)=O.C[N:23]([CH:25]=O)C.[C:27]([O-])(=O)[C:28]([CH3:31])(C)[CH3:29].[Cs+].C([O-])(=O)C.[NH4+:39]. The catalyst is O. The product is [C:28]([C:25]1[NH:23][C:3]([C:5]2[CH:10]=[CH:9][N:8]=[C:7]3[N:11]([CH2:14][O:15][CH2:16][CH2:17][Si:18]([CH3:21])([CH3:20])[CH3:19])[CH:12]=[CH:13][C:6]=23)=[CH:2][N:39]=1)([CH3:31])([CH3:29])[CH3:27]. The yield is 0.520. (6) The reactants are [H-].[Na+].[NH:3]1[C:11]2[C:6](=[CH:7][C:8]([O:12][C:13]3[CH:18]=[CH:17][N:16]=[C:15]([NH2:19])[CH:14]=3)=[CH:9][CH:10]=2)[CH:5]=[CH:4]1.[CH3:20][NH:21][C:22](=O)[O:23]C1C=CC=CC=1. The catalyst is CN(C)C=O. The product is [CH3:20][NH:21][C:22]([N:3]1[C:11]2[C:6](=[CH:7][C:8]([O:12][C:13]3[CH:18]=[CH:17][N:16]=[C:15]([NH2:19])[CH:14]=3)=[CH:9][CH:10]=2)[CH:5]=[CH:4]1)=[O:23]. The yield is 0.766. (7) The reactants are [Cl:1][C:2]1[CH:3]=[C:4]2[C:8](=[C:9]([NH:11][CH:12]3[CH2:16][CH2:15][CH2:14][CH2:13]3)[CH:10]=1)[NH:7][C:6]([C:17]1[S:18][CH2:19][C@@H:20]([CH2:22][C:23]([OH:25])=O)[N:21]=1)=[CH:5]2.[CH3:26][N:27]([CH3:33])[CH:28]1[CH2:32][CH2:31][NH:30][CH2:29]1. No catalyst specified. The product is [Cl:1][C:2]1[CH:3]=[C:4]2[C:8](=[C:9]([NH:11][CH:12]3[CH2:13][CH2:14][CH2:15][CH2:16]3)[CH:10]=1)[NH:7][C:6]([C:17]1[S:18][CH2:19][C@@H:20]([CH2:22][C:23]([N:30]3[CH2:31][CH2:32][CH:28]([N:27]([CH3:33])[CH3:26])[CH2:29]3)=[O:25])[N:21]=1)=[CH:5]2. The yield is 0.480. (8) The reactants are [CH3:1][S:2]([C:5]1[CH:10]=[CH:9][C:8]([NH:11][NH2:12])=[CH:7][CH:6]=1)(=[O:4])=[O:3].N[C:14]([CH3:18])=[CH:15][C:16]#[N:17]. The catalyst is CCO. The product is [CH3:1][S:2]([C:5]1[CH:6]=[CH:7][C:8]([N:11]2[C:16]([NH2:17])=[CH:15][C:14]([CH3:18])=[N:12]2)=[CH:9][CH:10]=1)(=[O:4])=[O:3]. The yield is 0.990. (9) The reactants are Br[C:2]1[CH:7]=[CH:6][CH:5]=[CH:4][C:3]=1[C:8]1[CH:13]=[CH:12][CH:11]=[C:10]([O:14][CH3:15])[CH:9]=1.[CH2:16]([N:18]1[C:30]2[CH:29]=[C:28](B3OC(C)(C)C(C)(C)O3)[CH:27]=[CH:26][C:25]=2[C:24]2[C:19]1=[CH:20][CH:21]=[CH:22][CH:23]=2)[CH3:17].C([O-])([O-])=O.[Na+].[Na+].O. The catalyst is C1(C)C=CC=CC=1.C1C=CC([P]([Pd]([P](C2C=CC=CC=2)(C2C=CC=CC=2)C2C=CC=CC=2)([P](C2C=CC=CC=2)(C2C=CC=CC=2)C2C=CC=CC=2)[P](C2C=CC=CC=2)(C2C=CC=CC=2)C2C=CC=CC=2)(C2C=CC=CC=2)C2C=CC=CC=2)=CC=1. The product is [CH2:16]([N:18]1[C:30]2[CH:29]=[C:28]([C:2]3[CH:7]=[CH:6][CH:5]=[CH:4][C:3]=3[C:8]3[CH:13]=[CH:12][CH:11]=[C:10]([O:14][CH3:15])[CH:9]=3)[CH:27]=[CH:26][C:25]=2[C:24]2[C:19]1=[CH:20][CH:21]=[CH:22][CH:23]=2)[CH3:17]. The yield is 0.690. (10) The reactants are [NH2:1][C:2]1[CH:3]=[CH:4][C:5]([S:10]([CH:13]([CH3:15])[CH3:14])(=[O:12])=[O:11])=[C:6]([CH:9]=1)[C:7]#[N:8].Cl[C:17]([O:19][CH3:20])=[O:18]. The catalyst is N1C=CC=CC=1. The product is [C:7]([C:6]1[CH:9]=[C:2]([NH:1][C:17](=[O:18])[O:19][CH3:20])[CH:3]=[CH:4][C:5]=1[S:10]([CH:13]([CH3:15])[CH3:14])(=[O:12])=[O:11])#[N:8]. The yield is 0.880.